This data is from Experimentally validated miRNA-target interactions with 360,000+ pairs, plus equal number of negative samples. The task is: Binary Classification. Given a miRNA mature sequence and a target amino acid sequence, predict their likelihood of interaction. (1) The miRNA is hsa-miR-3135b with sequence GGCUGGAGCGAGUGCAGUGGUG. The protein sequence of the target gene is MANKGNKKRRQFSLEEKMKVVGAVDSGKRKGDVAKEFGITPSTLSTFLKDRTKFEEKVREASVGPQRKRMRSALYDDIDKAVFAWFQEIHAKNILVTGSVIRKKALNLANMLGYDNFQASVGWLNRFRDRHGIALKAVCREDSDRLMNGLGIDKINEWHAGEIIKLIADYSPDDIFNADETGVFFQLLPQHTLAAKGDHCRGGKKAKQRLTALFCCNASGTEKMRPLIVGRSASPHCLKNIHSLPCDYRANQWAWMTRDLFNEWLMQVDARMKRAERRILLLIDNCSAHNMLPHLERIQV.... Result: 1 (interaction). (2) The miRNA is hsa-miR-3144-5p with sequence AGGGGACCAAAGAGAUAUAUAG. The protein sequence of the target gene is MAGYLSPAAYMYVEEQEYLQAYEDVLERYKDERDKVQKKTFTKWINQHLMKVRKHVNDLYEDLRDGHNLISLLEVLSGDTLPREKGRMRFHRLQNVQIALDYLKRRQVKLVNIRNDDITDGNPKLTLGLIWTIILHFQISDIHVTGESEDMSAKERLLLWTQQATEGYAGVRCENFTTCWRDGKLFNAIIHKYRPDLIDMNTVAVQSNLANLEHAFYVAEKIGVIRLLDPEDVDVSSPDEKSVITYVSSLYDAFPKVPEGGEGIGANDVEVKWIEYQNMVNYLIQWIRHHVVTMSERTFP.... Result: 0 (no interaction). (3) The miRNA is hsa-miR-6511b-5p with sequence CUGCAGGCAGAAGUGGGGCUGACA. The protein sequence of the target gene is MARQPPPPWVHAAFLLCLLSLGGAIEIPMDPSIQNELTQPPTITKQSAKDHIVDPRDNILIECEAKGNPAPSFHWTRNSRFFNIAKDPRVSMRRRSGTLVIDFRSGGRPEEYEGEYQCFARNKFGTALSNRIRLQVSKSPLWPKENLDPVVVQEGAPLTLQCNPPPGLPSPVIFWMSSSMEPITQDKRVSQGHNGDLYFSNVMLQDMQTDYSCNARFHFTHTIQQKNPFTLKVLTTRGVAERTPSFMYPQGTASSQMVLRGMDLLLECIASGVPTPDIAWYKKGGDLPSDKAKFENFNKA.... Result: 1 (interaction). (4) The miRNA is hsa-miR-7845-5p with sequence AAGGGACAGGGAGGGUCGUGG. The protein sequence of the target gene is MRHEAPMQMASAQDARYGQKDSSDQNFDYMFKLLIIGNSSVGKTSFLFRYADDSFTSAFVSTVGIDFKVKTVFKNEKRIKLQIWDTAGQERYRTITTAYYRGAMGFILMYDITNEESFNAVQDWSTQIKTYSWDNAQVILVGNKCDMEDERVISTERGQHLGEQLGFEFFETSAKDNINVKQTFERLVDIICDKMSESLETDPAITAAKQNTRLKETPPPPQPNCAC. Result: 0 (no interaction). (5) The miRNA is mmu-miR-30c-5p with sequence UGUAAACAUCCUACACUCUCAGC. The protein sequence of the target gene is MVQKKFCPRLLDYLVIVGARHPSSDSVAQTPELLRRYPLEDHPEFPLPPDVVFFCQPEGCLSVRQRRMSLRDDTSFVFTLTDKDTGVTRYGICVNFYRSFQKRMPKEKAEGGAGPRGKEGAHAPCASEEAATESSESGSTLQPPSADSTPDVNQSPRGKRRAKAGNRSRNSTLTSLCVLSHYPFFSTFRECLYTLKRLVDCCSERLLGKKPGIPRGVQRDTMWRIFTGSLLVEEKSSALLHDLREIEAWIYRLLRSPVPVSGQKRVDIEVLPQEVQQALTFALPDPSRFTLVDFPLHLPL.... Result: 0 (no interaction). (6) The protein sequence of the target gene is MARACLQAVKYLMFAFNLLFWLGGCGVLGVGIWLAATQGSFATLSSSFPSLSAANLLIITGAFVMAIGFVGCLGAIKENKCLLLTFFLLLLLVFLLEATIAILFFAYTDKIDRYAQQDLKKGLHLYGTQGNVGLTNAWSIIQTDFRCCGVSNYTDWFEVYNATRVPDSCCLEFSESCGLHAPGTWWKAPCYETVKVWLQENLLAVGIFGLCTALVQILGLTFAMTMYCQVVKADTYCA. Result: 0 (no interaction). The miRNA is hsa-miR-520a-3p with sequence AAAGUGCUUCCCUUUGGACUGU. (7) The protein sequence of the target gene is MACPSLACCLLGLLALTSACYIQNCPLGGKRAVLDLDMRKCLPCGPGGKGRCFGPSICCADELGCFVGTAEALRCQEENYLPSPCQSGQKPCGSGGRCAATGICCSPDGCRTDPACDPESAFSER. Result: 0 (no interaction). The miRNA is hsa-miR-302a-3p with sequence UAAGUGCUUCCAUGUUUUGGUGA. (8) The miRNA is mmu-miR-500-3p with sequence AAUGCACCUGGGCAAGGGUUCA. The protein sequence of the target gene is MTNEEPLPKKVRLSETDFKVMARDELILRWKQYEAYVQALEGKYTDLNSNDVTGLRESEEKLKQQQQESARRENILVMRLATKEQEMQECTTQIQYLKQVQQPSVAQLRSTMVDPAINLFFLKMKGELEQTKDKLEQAQNELSAWKFTPDSQTGKKLMAKCRMLIQENQELGRQLSQGRIAQLEAELALQKKYSEELKSSQDELNDFIIQLDEEVEGMQSTILVLQQQLKETRQQLAQYQQQQSQASAPSTSRTTSSEPVDQAEVTSKDCSRLANGPSNGSSSRQRTSGSGFHREGSTPE.... Result: 1 (interaction). (9) The miRNA is mmu-miR-182-5p with sequence UUUGGCAAUGGUAGAACUCACACCG. The protein sequence of the target gene is MKLPKGTRSSVYFAQHPEKEPLPSRQEVKQTPVIMAKIKGPGPAKYLRPSCTGYIDHDISMFKAPAYTLHSRHSEKRMVCHSSPGPCYLLDPKITRFGMSSCPQVPMEERISNLRLNPTLASCQYYFEKIHPPGERRAPQYTFGYRRPYRVMDLNPAPNQYQMPLLLGPNTPVSRAAPCYSLASRDKNWFYKEDVAGGPGPTTYARPEPSIYQNRSPTYSMAKRFAYPLDLTPRPGPGSHEVQQVTVHKPHIPAFTMGIKHSLHLCPLVIDIRD. Result: 0 (no interaction). (10) The miRNA is hsa-miR-4731-5p with sequence UGCUGGGGGCCACAUGAGUGUG. The protein sequence of the target gene is MDTLEEVTWANGSTALPPPLAPNISVPHRCLLLLYEDIGTSRVRYWDLLLLIPNVLFLIFLLWKLPSARAKIRITSSPIFITFYILVFVVALVGIARAVVSMTVSTSNAATVADKILWEITRFFLLAIELSVIILGLAFGHLESKSSIKRVLAITTVLSLAYSVTQGTLEILYPDAHLSAEDFNIYGHGGRQFWLVSSCFFFLVYSLVVILPKTPLKERISLPSRRSFYVYAGILALLNLLQGLGSVLLCFDIIEGLCCVDATTFLYFSFFAPLIYVAFLRGFFGSEPKILFSYKCQVDE.... Result: 0 (no interaction).